From a dataset of Experimentally validated miRNA-target interactions with 360,000+ pairs, plus equal number of negative samples. Binary Classification. Given a miRNA mature sequence and a target amino acid sequence, predict their likelihood of interaction. (1) The miRNA is hsa-miR-362-3p with sequence AACACACCUAUUCAAGGAUUCA. The protein sequence of the target gene is MRAVPLPAPLLPLLLLALLAAPAARASRAESVSAPWPEPERESRPPPGPGPGNTTRFGSGAAGGSGSSSSNSSGDALVTRISILLRDLPTLKAAVIVAFAFTTLLIACLLLRVFRSGKRLKKTRKYDIITTPAERVEMAPLNEEDDEDEDSTVFDIKYR. Result: 0 (no interaction). (2) The miRNA is hsa-miR-6755-3p with sequence UGUUGUCAUGUUUUUUCCCUAG. The protein sequence of the target gene is MDLSAVQIQEVQNVLHAMQKILECPICLELIKEPVSTKCDHIFCKFCMLKLLNQKKGPSQCPLCKNEITKRSLQGSTRFSQLAEELLRIMAAFELDTGMQLTNGFSFSKKRNNSCERLNEEASIIQSVGYRNRVRRLPQVEPGNATLKDSLGVQLSNLGIVRSVKKNRQTQPRKKSVYIELDSDSSEETVTKPGDCSVRDQELLQTAPQEAGDEGKLHSAEEAACEFSEGIRNIEHHQCSDDLNPTENHATERHPEKCQSISISNVCVEPCGTDAHASSLQPETSSLLLIEDRMNAEKAE.... Result: 0 (no interaction). (3) Result: 0 (no interaction). The miRNA is hsa-miR-2355-5p with sequence AUCCCCAGAUACAAUGGACAA. The protein sequence of the target gene is MAGKKVLIVYAHQEPKSFNGSLKKVAVEELSKQGCTVTVSDLYSMNFEPRATRNDITGAPSNPDVFSYGIETHEAYKKKALTSDIFEEQRKVQEADLVIFQFPLYWFSVPAILKGWMDRVLCRGFAFDIPGFYDSGFLKGKLALLSLTTGGTAEMYTKDGVSGDFRYFLWPLQHGTLHFCGFKVLAPQISFGLDVSSEEERKVMLASWAQRLKSIWKEEPIHCTPPWYFQE. (4) The miRNA is hsa-miR-6784-5p with sequence GCCGGGGCUUUGGGUGAGGG. The protein sequence of the target gene is MGKQNSKLRPEVLQDLRENTEFTDHELQEWYKGFLKDCPTGHLTVDEFKKIYANFFPYGDASKFAEHVFRTFDTNGDGTIDFREFIIALSVTSRGKLEQKLKWAFSMYDLDGNGYISRSEMLEIVQAIYKMVSSVMKMPEDESTPEKRTDKIFRQMDTNNDGKLSLEEFIRGAKSDPSIVRLLQCDPSSASQF. Result: 1 (interaction). (5) The miRNA is hsa-miR-5009-3p with sequence UCCUAAAUCUGAAAGUCCAAAA. The protein sequence of the target gene is MTHFNKGPSYGLSAEVKNKIASKYDHQAEEDLRNWIEEVTGMSIGPNFQLGLKDGIILCELINKLQPGSVKKVNESSLNWPQLENIGNFIKAIQAYGMKPHDIFEANDLFENGNMTQVQTTLVALAGLAKTKGFHTTIDIGVKYAEKQTRRFDEGKLKAGQSVIGLQMGTNKCASQAGMTAYGTRRHLYDPKMQTDKPFDQTTISLQMGTNKGASQAGMLAPGTRRDIYDQKLTLQPVDNSTISLQMGTNKVASQKGMSVYGLGRQVYDPKYCAAPTEPVIHNGSQGTGTNGSEISDSDY.... Result: 0 (no interaction). (6) The protein sequence of the target gene is MSCTIEKALADAKALVERLRDHDDAAESLIEQTTALNKRVEAMKQYQEEIQELNEVARHRPRSTLVMGIQQENRQIRELQQENKELRTSLEEHQSALELIMSKYREQMFRLLMASKKDDPGIIMKLKEQHSKIDMVHRNKSEGFFLDASRHILEAPQHGLERRHLEANQNELQAHVDQITEMAAVMRKAIEIDEQQGCKEQERIFQLEQENKGLREILQITRESFLNLRKDDASESTSLSALVTNSDLSLRKS. The miRNA is hsa-miR-6791-5p with sequence CCCCUGGGGCUGGGCAGGCGGA. Result: 0 (no interaction). (7) The miRNA is hsa-miR-4777-3p with sequence AUACCUCAUCUAGAAUGCUGUA. The protein sequence of the target gene is MFLRSDLAVTHWVSRSMRKLFLVLSLLLSQAAHLEGRKDNQFLWKTGPWGRCAGDCGPGGAQSRAVWCFHIEGWTSPMSNCDESSQPPKERSCFRVCDWHSDLFQWEVSDWHRCLLVPGAQGEPRPRAVECVTAQHGLQHRTVRCLQKLNRTMVSNEICEHFAPQPPTEQACLIPCPRDCVVSEFSPWSTCPEGCGKKLQHRTRVAIAPPLYGGLQCPNLTESRACEAPVSCPLGKEEYSFSLKVGPWSKCRLPHLKEVDLSGRNIQDFSSDSNEQVTLTHQSYKAHHHSQPGDVVIGFQ.... Result: 0 (no interaction). (8) The miRNA is mmu-miR-26b-5p with sequence UUCAAGUAAUUCAGGAUAGGU. The protein sequence of the target gene is MSNEPPPPYPGGPTAPLLEEKSGAPLTPGRTSPAVMQPPPGMPLPSADIAPPPYEPPGQPVPQPGFVPPHMNADGTYMPAGFYPPPGPHPPMGYYPPGPYPPGPYPGPGGHTATVLVPSGAATTVTVLQGEIFEGAPVQTVCPHCQQAITTKISYEIGLMNFVLGFFCCFMGCDLGCCLIPCLINDFKDVTHTCPSCKAYICTYKRLC. Result: 0 (no interaction).